Dataset: Catalyst prediction with 721,799 reactions and 888 catalyst types from USPTO. Task: Predict which catalyst facilitates the given reaction. (1) The catalyst class is: 5. Product: [NH2:1][C:2]1[N:7]=[CH:6][N:5]=[C:4]([CH2:8][OH:9])[CH:3]=1. Reactant: [NH2:1][C:2]1[N:7]=[CH:6][N:5]=[C:4]([C:8](OC)=[O:9])[CH:3]=1.[Li+].[BH4-]. (2) Reactant: [C:1]1([O:7][P:8]([CH2:11][O:12][CH2:13][C:14]([CH3:31])=[CH:15][CH2:16][C:17]2[C:18]([OH:30])=[C:19]3[C:23](=[C:24]([CH3:28])[C:25]=2[O:26][CH3:27])[CH2:22][O:21][C:20]3=[O:29])(=[O:10])[OH:9])[CH:6]=[CH:5][CH:4]=[CH:3][CH:2]=1.[C:32]([O:37][CH2:38][CH3:39])(=[O:36])[C@H:33]([CH3:35])O.C1CN([P+](ON2N=NC3C=CC=CC2=3)(N2CCCC2)N2CCCC2)CC1.F[P-](F)(F)(F)(F)F. Product: [CH2:38]([O:37][C:32](=[O:36])[CH:33]([O:10][P:8]([CH2:11][O:12][CH2:13][C:14]([CH3:31])=[CH:15][CH2:16][C:17]1[C:18]([OH:30])=[C:19]2[C:23](=[C:24]([CH3:28])[C:25]=1[O:26][CH3:27])[CH2:22][O:21][C:20]2=[O:29])([O:7][C:1]1[CH:6]=[CH:5][CH:4]=[CH:3][CH:2]=1)=[O:9])[CH3:35])[CH3:39]. The catalyst class is: 17. (3) Reactant: [N+](C1C=[CH:6][C:7]([S:10][S:11][C:12]2[CH:17]=[CH:16][C:15]([N+:18]([O-:20])=[O:19])=[CH:14][N:13]=2)=NC=1)([O-])=O.CC(O)=O.[ClH:25].[NH2:26]CCS. Product: [ClH:25].[N+:18]([C:15]1[CH:16]=[CH:17][C:12]([S:11][S:10][CH2:7][CH2:6][NH2:26])=[N:13][CH:14]=1)([O-:20])=[O:19]. The catalyst class is: 121. (4) The catalyst class is: 11. Reactant: CC1(C)OC(=O)[CH:5]([CH2:9][C@@H:10]([NH:22][C:23](=[O:29])[O:24][C:25]([CH3:28])([CH3:27])[CH3:26])[CH2:11][C:12]2[CH:13]=[N:14][C:15]([C:18]([F:21])([F:20])[F:19])=[CH:16][CH:17]=2)[C:4](=[O:30])O1. Product: [O:30]=[C:4]1[CH2:5][CH2:9][C@H:10]([CH2:11][C:12]2[CH:13]=[N:14][C:15]([C:18]([F:19])([F:21])[F:20])=[CH:16][CH:17]=2)[N:22]1[C:23]([O:24][C:25]([CH3:28])([CH3:26])[CH3:27])=[O:29]. (5) Reactant: O=C1C2C(=CC=CC=2)C(=O)[N:3]1[CH2:12][C:13]1[CH:20]=[CH:19][C:16]([C:17]#[N:18])=[CH:15][CH:14]=1.O.NN. Product: [NH2:18][CH2:17][C:16]1[CH:19]=[CH:20][C:13]([C:12]#[N:3])=[CH:14][CH:15]=1. The catalyst class is: 8. (6) Reactant: [S:1]1[C:5]([C:6]2[C:7]([O:27][CH3:28])=[CH:8][C:9]([O:25][CH3:26])=[C:10](/[CH:12]=[CH:13]/[C:14]([C:16]3[CH:24]=[CH:23][C:19]([C:20](O)=[O:21])=[CH:18][CH:17]=3)=[O:15])[CH:11]=2)=[CH:4][C:3]2[CH:29]=[CH:30][CH:31]=[CH:32][C:2]1=2.Cl.C[N:35](C)CCCN=C=NCC.O.ON1C2C=CC=CC=2N=N1.[Cl-].[NH4+].C(N(CC)CC)C. Product: [S:1]1[C:5]([C:6]2[C:7]([O:27][CH3:28])=[CH:8][C:9]([O:25][CH3:26])=[C:10](/[CH:12]=[CH:13]/[C:14]([C:16]3[CH:24]=[CH:23][C:19]([C:20]([NH2:35])=[O:21])=[CH:18][CH:17]=3)=[O:15])[CH:11]=2)=[CH:4][C:3]2[CH:29]=[CH:30][CH:31]=[CH:32][C:2]1=2. The catalyst class is: 9.